Task: Predict the reactants needed to synthesize the given product.. Dataset: Full USPTO retrosynthesis dataset with 1.9M reactions from patents (1976-2016) (1) The reactants are: [C:1]1([S:7]([C:10]2[C:18]3[C:13](=[CH:14][CH:15]=[C:16]([O:19][CH2:20][CH2:21]OS(C4C=CC(C)=CC=4)(=O)=O)[CH:17]=3)[NH:12][N:11]=2)(=[O:9])=[O:8])[CH:6]=[CH:5][CH:4]=[CH:3][CH:2]=1.C1COCC1.[CH3:38][NH2:39]. Given the product [C:1]1([S:7]([C:10]2[C:18]3[C:13](=[CH:14][CH:15]=[C:16]([O:19][CH2:20][CH2:21][NH:39][CH3:38])[CH:17]=3)[NH:12][N:11]=2)(=[O:9])=[O:8])[CH:6]=[CH:5][CH:4]=[CH:3][CH:2]=1, predict the reactants needed to synthesize it. (2) Given the product [Cl:20][C:6]1[CH:5]=[N:4][CH:3]=[C:2]([Cl:1])[C:7]=1[S:8][C:9]1[S:13][C:12]([C:14]([NH:28][C:26]2[N:25]=[N:24][N:23]([CH2:21][CH3:22])[CH:27]=2)=[O:16])=[CH:11][C:10]=1[N+:17]([O-:19])=[O:18], predict the reactants needed to synthesize it. The reactants are: [Cl:1][C:2]1[CH:3]=[N:4][CH:5]=[C:6]([Cl:20])[C:7]=1[S:8][C:9]1[S:13][C:12]([C:14]([OH:16])=O)=[CH:11][C:10]=1[N+:17]([O-:19])=[O:18].[CH2:21]([N:23]1[CH:27]=[C:26]([NH2:28])[N:25]=[N:24]1)[CH3:22]. (3) Given the product [Cl:1][C:2]1[CH:3]=[C:4]([C:8]([C:10]2[CH:11]=[N:12][CH:13]=[CH:14][C:15]=2[NH:18][CH3:17])=[O:9])[CH:5]=[CH:6][CH:7]=1, predict the reactants needed to synthesize it. The reactants are: [Cl:1][C:2]1[CH:3]=[C:4]([C:8]([C:10]2[CH:11]=[N:12][CH:13]=[CH:14][C:15]=2Cl)=[O:9])[CH:5]=[CH:6][CH:7]=1.[CH3:17][NH2:18]. (4) The reactants are: [CH3:1][O:2][C:3](=[O:22])[C:4]1[CH:9]=[CH:8][C:7]([C:10]#[C:11][CH2:12][CH2:13][O:14][CH:15]2[CH2:20][CH2:19][CH2:18][CH2:17][O:16]2)=[C:6]([NH2:21])[CH:5]=1.[C:23](Cl)(=[O:25])[CH3:24]. Given the product [CH3:1][O:2][C:3](=[O:22])[C:4]1[CH:9]=[CH:8][C:7]([C:10]#[C:11][CH2:12][CH2:13][O:14][CH:15]2[CH2:20][CH2:19][CH2:18][CH2:17][O:16]2)=[C:6]([NH:21][C:23](=[O:25])[CH3:24])[CH:5]=1, predict the reactants needed to synthesize it. (5) Given the product [N:16]1([C:1]([O:2][CH2:3][C:4]2[CH:13]=[CH:12][C:11]3[C:6](=[CH:7][CH:8]=[CH:9][CH:10]=3)[CH:5]=2)=[O:14])[CH2:21][CH2:20][CH:19]=[CH:18][CH2:17]1, predict the reactants needed to synthesize it. The reactants are: [C:1](Cl)(=[O:14])[O:2][CH2:3][C:4]1[CH:13]=[CH:12][C:11]2[C:6](=[CH:7][CH:8]=[CH:9][CH:10]=2)[CH:5]=1.[NH:16]1[CH2:21][CH:20]=[CH:19][CH2:18][CH2:17]1.C([O-])(O)=O.[Na+]. (6) Given the product [N:15]1[C:24]2[C:19](=[CH:20][CH:21]=[CH:22][CH:23]=2)[C:18]([CH2:25][NH:14][CH2:13][CH2:12][CH2:11][N:8]2[CH2:7][CH2:6][N:5]([CH2:4][CH2:3][CH2:2][NH:1][CH2:25][C:18]3[C:19]4[C:24](=[CH:23][CH:22]=[CH:21][CH:20]=4)[N:15]=[CH:16][CH:17]=3)[CH2:10][CH2:9]2)=[CH:17][CH:16]=1, predict the reactants needed to synthesize it. The reactants are: [NH2:1][CH2:2][CH2:3][CH2:4][N:5]1[CH2:10][CH2:9][N:8]([CH2:11][CH2:12][CH2:13][NH2:14])[CH2:7][CH2:6]1.[N:15]1[C:24]2[C:19](=[CH:20][CH:21]=[CH:22][CH:23]=2)[C:18]([CH:25]=O)=[CH:17][CH:16]=1.[BH4-].[Na+].O. (7) Given the product [Cl:1][C:2]1[CH:7]=[CH:6][C:5]([O:8][C:9](=[O:24])[N:10]([CH3:11])[CH2:12][CH2:13][C@H:14]2[CH2:19][CH2:18][C@H:17](/[CH:20]=[CH:21]/[CH2:22][N:25]3[CH2:29][CH2:28][CH2:27][CH2:26]3)[CH2:16][CH2:15]2)=[CH:4][CH:3]=1, predict the reactants needed to synthesize it. The reactants are: [Cl:1][C:2]1[CH:7]=[CH:6][C:5]([O:8][C:9](=[O:24])[N:10]([CH2:12][CH2:13][C@H:14]2[CH2:19][CH2:18][C@H:17](/[CH:20]=[CH:21]/[CH2:22]Cl)[CH2:16][CH2:15]2)[CH3:11])=[CH:4][CH:3]=1.[NH:25]1[CH2:29][CH2:28][CH2:27][CH2:26]1. (8) Given the product [CH2:1]([O:3][C:4](=[O:15])[CH2:5][O:6][C:7]1[CH:12]=[CH:11][C:10]([S:13][CH2:24][CH2:23][C@H:22]([O:21][C:20]2[CH:31]=[CH:32][C:17]([Cl:16])=[CH:18][C:19]=2[O:33][C:34]2[CH:39]=[CH:38][CH:37]=[CH:36][CH:35]=2)[CH3:30])=[CH:9][C:8]=1[CH3:14])[CH3:2], predict the reactants needed to synthesize it. The reactants are: [CH2:1]([O:3][C:4](=[O:15])[CH2:5][O:6][C:7]1[CH:12]=[CH:11][C:10]([SH:13])=[CH:9][C:8]=1[CH3:14])[CH3:2].[Cl:16][C:17]1[CH:32]=[CH:31][C:20]([O:21][C@H:22]([CH3:30])[CH2:23][CH2:24]OS(C)(=O)=O)=[C:19]([O:33][C:34]2[CH:39]=[CH:38][CH:37]=[CH:36][CH:35]=2)[CH:18]=1.N#N.C([O-])([O-])=O.[K+].[K+].Cl. (9) Given the product [F:36][CH2:35][CH2:34][N:30]1[CH2:31][CH2:32][CH:27]([N:20]2[C:21]3[C:26](=[CH:25][CH:24]=[CH:23][CH:22]=3)[C:18]([C:2](=[O:1])[CH2:3][CH2:4][CH2:5][CH2:6][NH:7][C:8]([NH:10][CH2:11][C:12]3[CH:13]=[N:14][CH:15]=[CH:16][CH:17]=3)=[O:9])=[CH:19]2)[CH2:28][CH2:29]1, predict the reactants needed to synthesize it. The reactants are: [O:1]=[C:2]([C:18]1[C:26]2[C:21](=[CH:22][CH:23]=[CH:24][CH:25]=2)[N:20]([CH:27]2[CH2:32][CH2:31][NH:30][CH2:29][CH2:28]2)[CH:19]=1)[CH2:3][CH2:4][CH2:5][CH2:6][NH:7][C:8]([NH:10][CH2:11][C:12]1[CH:13]=[N:14][CH:15]=[CH:16][CH:17]=1)=[O:9].Br[CH2:34][CH2:35][F:36].C([O-])([O-])=O.[K+].[K+].